Dataset: Catalyst prediction with 721,799 reactions and 888 catalyst types from USPTO. Task: Predict which catalyst facilitates the given reaction. (1) Reactant: CO[C:3]1[CH:8]=[C:7]([O:9][CH3:10])[CH:6]=[CH:5][C:4]=1[C:11]1[CH:16]=[CH:15][C:14]([C:17]([O:19]C)=[O:18])=[CH:13][C:12]=1[CH3:21].[OH-].[Na+].C[CH2:25][OH:26]. Product: [CH3:25][O:26][C:12]1([CH3:21])[CH2:13][C:14]([C:17]([OH:19])=[O:18])=[CH:15][CH:16]=[C:11]1[C:4]1[CH:3]=[CH:8][C:7]([O:9][CH3:10])=[CH:6][CH:5]=1. The catalyst class is: 6. (2) Reactant: Br[C:2]1[CH:7]=[C:6]([O:8][CH3:9])[C:5]([O:10][CH3:11])=[C:4]([O:12][CH3:13])[CH:3]=1.[CH2:14]([Sn:18]([CH2:36][CH2:37][CH2:38][CH3:39])([CH2:32][CH2:33][CH2:34][CH3:35])[Sn:18]([CH2:32][CH2:33][CH2:34][CH3:35])([CH2:36][CH2:37][CH2:38][CH3:39])[CH2:14][CH2:15][CH2:16][CH3:17])[CH2:15][CH2:16][CH3:17]. Product: [CH2:36]([Sn:18]([CH2:14][CH2:15][CH2:16][CH3:17])([CH2:32][CH2:33][CH2:34][CH3:35])[C:2]1[CH:7]=[C:6]([O:8][CH3:9])[C:5]([O:10][CH3:11])=[C:4]([O:12][CH3:13])[CH:3]=1)[CH2:37][CH2:38][CH3:39]. The catalyst class is: 109. (3) Reactant: [CH:1]1([N:4]2[C:9](=[O:10])[C:8]3[C:11](OS(C4C=CC(C)=CC=4)(=O)=O)=[C:12]([CH3:17])[C:13](=[O:16])[N:14]([CH3:15])[C:7]=3[N:6]([C:29]3[CH:34]=[CH:33][C:32]([I:35])=[CH:31][C:30]=3[F:36])[C:5]2=[O:37])[CH2:3][CH2:2]1.[NH2:38][C:39]1[CH:40]=[C:41]([CH:46]=[CH:47][CH:48]=1)[NH:42][C:43](=[O:45])[CH3:44].CN(C)C(=O)C.N1C(C)=CC=CC=1C. Product: [CH:1]1([N:4]2[C:9](=[O:10])[C:8]3[C:11]([NH:38][C:39]4[CH:40]=[C:41]([NH:42][C:43](=[O:45])[CH3:44])[CH:46]=[CH:47][CH:48]=4)=[C:12]([CH3:17])[C:13](=[O:16])[N:14]([CH3:15])[C:7]=3[N:6]([C:29]3[CH:34]=[CH:33][C:32]([I:35])=[CH:31][C:30]=3[F:36])[C:5]2=[O:37])[CH2:2][CH2:3]1. The catalyst class is: 5. (4) Reactant: [F:1][C:2]1[CH:3]=[C:4]([N:8]2[C:12]3=[N:13][CH:14]=[CH:15][CH:16]=[C:11]3[CH:10]=[C:9]2[C:17](=O)[CH3:18])[CH:5]=[CH:6][CH:7]=1.C([O-])(=O)C.[NH4+].C([BH3-])#[N:26].[Na+]. Product: [F:1][C:2]1[CH:3]=[C:4]([N:8]2[C:12]3=[N:13][CH:14]=[CH:15][CH:16]=[C:11]3[CH:10]=[C:9]2[CH:17]([NH2:26])[CH3:18])[CH:5]=[CH:6][CH:7]=1. The catalyst class is: 449. (5) Reactant: [Cl:1][C:2]1[N:3]([S:15]([C:18]2[CH:23]=[CH:22][C:21]([C:24]([F:27])([F:26])[F:25])=[CH:20][CH:19]=2)(=[O:17])=[O:16])[C:4]([C:9]2[CH:14]=[CH:13][CH:12]=[CH:11][CH:10]=2)=[CH:5][C:6]=1[CH:7]=O.CO.[CH3:30][NH2:31].[BH4-].[Na+].Cl.C(=O)([O-])O.[Na+]. Product: [ClH:1].[Cl:1][C:2]1[N:3]([S:15]([C:18]2[CH:23]=[CH:22][C:21]([C:24]([F:27])([F:26])[F:25])=[CH:20][CH:19]=2)(=[O:17])=[O:16])[C:4]([C:9]2[CH:14]=[CH:13][CH:12]=[CH:11][CH:10]=2)=[CH:5][C:6]=1[CH2:7][NH:31][CH3:30]. The catalyst class is: 5. (6) Reactant: [CH3:1][O:2][C:3](=[O:28])[CH:4]=[CH:5][C@H:6]1[CH2:11][CH2:10][C@H:9]([CH2:12][N:13]([CH3:27])[S:14]([C:17]2[CH:22]=[CH:21][C:20]([C:23]([F:26])([F:25])[F:24])=[CH:19][CH:18]=2)(=[O:16])=[O:15])[CH2:8][CH2:7]1. The catalyst class is: 99. Product: [CH3:1][O:2][C:3](=[O:28])[CH2:4][CH2:5][C@H:6]1[CH2:11][CH2:10][C@H:9]([CH2:12][N:13]([CH3:27])[S:14]([C:17]2[CH:22]=[CH:21][C:20]([C:23]([F:26])([F:24])[F:25])=[CH:19][CH:18]=2)(=[O:16])=[O:15])[CH2:8][CH2:7]1. (7) The catalyst class is: 6. Product: [Br:1][C:2]1[CH:14]=[CH:13][C:12]2[C:11]3[C:6](=[CH:7][C:8]([Br:15])=[CH:9][CH:10]=3)[C:5]([CH2:16][CH2:17][C:18]([OH:20])=[O:19])([CH2:22][CH2:23][C:24]([OH:26])=[O:25])[C:4]=2[CH:3]=1. Reactant: [Br:1][C:2]1[CH:14]=[CH:13][C:12]2[C:11]3[C:6](=[CH:7][C:8]([Br:15])=[CH:9][CH:10]=3)[C:5]([CH2:22][CH2:23][C:24]([O:26]C)=[O:25])([CH2:16][CH2:17][C:18]([O:20]C)=[O:19])[C:4]=2[CH:3]=1.C1COCC1.CO.[OH-].[Na+].